Predict the reactants needed to synthesize the given product. From a dataset of Full USPTO retrosynthesis dataset with 1.9M reactions from patents (1976-2016). (1) Given the product [C@@H:15]12[CH2:21][C@@H:18]([NH:19][CH2:20]1)[CH2:17][N:16]2[CH2:14][C@@H:12]([C:3]1[CH:4]=[CH:5][C:6]2[C:7](=[O:11])[O:8][CH2:9][C:10]=2[C:2]=1[CH3:1])[OH:13], predict the reactants needed to synthesize it. The reactants are: [CH3:1][C:2]1[C:10]2[CH2:9][O:8][C:7](=[O:11])[C:6]=2[CH:5]=[CH:4][C:3]=1[C@@H:12]1[CH2:14][O:13]1.[C@@H:15]12[CH2:21][C@@H:18]([NH:19][CH2:20]1)[CH2:17][N:16]2C(OC(C)(C)C)=O. (2) Given the product [C:18]([C@H:15]1[CH2:16][CH2:17][C@H:12]([NH:11][CH:7]2[C:8]3[C:4](=[CH:3][C:2]([C:27]([O:29][CH3:30])=[O:28])=[CH:10][CH:9]=3)[CH2:5][CH2:6]2)[CH2:13][CH2:14]1)([CH3:21])([CH3:20])[CH3:19], predict the reactants needed to synthesize it. The reactants are: Br[C:2]1[CH:3]=[C:4]2[C:8](=[CH:9][CH:10]=1)[CH:7]([NH:11][C@H:12]1[CH2:17][CH2:16][C@H:15]([C:18]([CH3:21])([CH3:20])[CH3:19])[CH2:14][CH2:13]1)[CH2:6][CH2:5]2.C([Li])CCC.[C:27](=[O:29])=[O:28].[CH3:30][Si](C=[N+]=[N-])(C)C. (3) Given the product [C:1]([N:4]1[C:13]2[C:8](=[CH:9][C:10]([C:14]3[CH:19]=[CH:18][C:17]([CH2:20][CH2:21][C:22]([NH:39][CH2:38][CH2:37][N:36]([CH3:40])[CH3:35])=[O:24])=[CH:16][CH:15]=3)=[CH:11][CH:12]=2)[C@H:7]([NH:25][C:26]2[CH:31]=[CH:30][C:29]([C:32]#[N:33])=[CH:28][N:27]=2)[CH2:6][C@@H:5]1[CH3:34])(=[O:3])[CH3:2], predict the reactants needed to synthesize it. The reactants are: [C:1]([N:4]1[C:13]2[C:8](=[CH:9][C:10]([C:14]3[CH:19]=[CH:18][C:17]([CH2:20][CH2:21][C:22]([OH:24])=O)=[CH:16][CH:15]=3)=[CH:11][CH:12]=2)[C@H:7]([NH:25][C:26]2[CH:31]=[CH:30][C:29]([C:32]#[N:33])=[CH:28][N:27]=2)[CH2:6][C@@H:5]1[CH3:34])(=[O:3])[CH3:2].[CH3:35][N:36]([CH3:40])[CH2:37][CH2:38][NH2:39].CN(C(ON1N=NC2C=CC=NC1=2)=[N+](C)C)C.F[P-](F)(F)(F)(F)F.CCN(C(C)C)C(C)C. (4) Given the product [Cl:30][C:19]1[N:15]=[C:14]([NH:10][CH2:9][C:8]([C:5]2[CH:4]=[CH:3][C:2]([F:1])=[CH:7][CH:6]=2)([CH3:12])[CH3:11])[S:25][N:24]=1, predict the reactants needed to synthesize it. The reactants are: [F:1][C:2]1[CH:7]=[CH:6][C:5]([C:8]([CH3:12])([CH3:11])[CH2:9][NH2:10])=[CH:4][CH:3]=1.C[CH2:14][N:15]([CH:19](C)C)C(C)C.ClN1C=C(Cl)[S:25][NH:24]1.C(Cl)[Cl:30]. (5) Given the product [C:15]([C:16]1[CH:23]=[CH:22][C:19]([CH2:20][NH:21][C:9](=[O:11])[CH:8]([C:4]2[CH:5]=[CH:6][CH:7]=[C:2]([OH:1])[CH:3]=2)[O:12][CH3:13])=[CH:18][CH:17]=1)#[N:14], predict the reactants needed to synthesize it. The reactants are: [OH:1][C:2]1[CH:3]=[C:4]([CH:8]([O:12][CH3:13])[C:9]([OH:11])=O)[CH:5]=[CH:6][CH:7]=1.[NH2:14][CH2:15][C:16]1[CH:23]=[CH:22][C:19]([C:20]#[N:21])=[CH:18][CH:17]=1. (6) Given the product [NH:1]1[C:9]2[C:4](=[CH:5][CH:6]=[CH:7][CH:8]=2)[C:3]([CH:10]([CH3:11])[CH:22]([N+:19]([O-:21])=[O:20])[C:23]([O:25][CH3:26])=[O:24])=[CH:2]1, predict the reactants needed to synthesize it. The reactants are: [NH:1]1[C:9]2[C:4](=[CH:5][CH:6]=[CH:7][CH:8]=2)[C:3]([CH:10](N(C(C)C)C(C)C)[CH3:11])=[CH:2]1.[N+:19]([CH2:22][C:23]([O:25][CH3:26])=[O:24])([O-:21])=[O:20].C(N(CC)CC)C.C(O)C. (7) Given the product [CH2:1]([CH:4]([CH2:15][CH:16]=[CH2:17])[CH2:5][O:6][SiH2:7][C:8]1[CH:13]=[CH:12][C:11]([C:24]2[CH:29]=[CH:28][CH:27]=[CH:26][CH:25]=2)=[CH:10][CH:9]=1)[CH:2]=[CH2:3], predict the reactants needed to synthesize it. The reactants are: [CH2:1]([CH:4]([CH2:15][CH:16]=[CH2:17])[CH2:5][O:6][SiH2:7][C:8]1[CH:13]=[CH:12][C:11](I)=[CH:10][CH:9]=1)[CH:2]=[CH2:3].C(=O)([O-])[O-].[K+].[K+].[C:24]1(B(O)O)[CH:29]=[CH:28][CH:27]=[CH:26][CH:25]=1.C1(C)C=CC=CC=1. (8) Given the product [C:13]1([CH3:23])[CH:18]=[CH:17][C:16]([S:19]([O:12][C@@H:10]([CH2:9]/[CH:8]=[CH:7]/[C:3]2[CH:2]=[N:1][CH:6]=[CH:5][CH:4]=2)[CH3:11])(=[O:21])=[O:20])=[CH:15][CH:14]=1, predict the reactants needed to synthesize it. The reactants are: [N:1]1[CH:6]=[CH:5][CH:4]=[C:3](/[CH:7]=[CH:8]/[CH2:9][C@H:10]([OH:12])[CH3:11])[CH:2]=1.[C:13]1([CH3:23])[CH:18]=[CH:17][C:16]([S:19](Cl)(=[O:21])=[O:20])=[CH:15][CH:14]=1.